Dataset: Peptide-MHC class II binding affinity with 134,281 pairs from IEDB. Task: Regression. Given a peptide amino acid sequence and an MHC pseudo amino acid sequence, predict their binding affinity value. This is MHC class II binding data. The peptide sequence is KSSKPLVGPFNFRFMSKGGM. The MHC is DRB1_0405 with pseudo-sequence DRB1_0405. The binding affinity (normalized) is 0.398.